From a dataset of Reaction yield outcomes from USPTO patents with 853,638 reactions. Predict the reaction yield, written as a fraction of the theoretical maximum amount of product (1.0 means a 100% yield; for example, 0.34 means a 34% yield). (1) The yield is 0.970. The reactants are [C:1]1([C@H:7]2[CH2:11][O:10][C:9](=[O:12])[NH:8]2)[CH:6]=[CH:5][CH:4]=[CH:3][CH:2]=1.C([Li])CCC.[C:18](Cl)(=[O:27])/[CH:19]=[CH:20]/[C:21]1[CH:26]=[CH:25][CH:24]=[CH:23][CH:22]=1. The catalyst is C1COCC1. The product is [C:1]1([C@H:7]2[CH2:11][O:10][C:9](=[O:12])[N:8]2[C:18](=[O:27])/[CH:19]=[CH:20]/[C:21]2[CH:26]=[CH:25][CH:24]=[CH:23][CH:22]=2)[CH:2]=[CH:3][CH:4]=[CH:5][CH:6]=1. (2) The reactants are [NH2:1][C:2]1[CH:6]=[CH:5][N:4]([CH2:7][CH2:8][CH2:9][OH:10])[N:3]=1.N1C(C)=CC=CC=1C.[CH:19]1([CH2:24][C@H:25]([C:29]2[CH:34]=[CH:33][C:32]([S:35]([CH3:38])(=[O:37])=[O:36])=[C:31]([CH3:39])[CH:30]=2)[C:26](Cl)=[O:27])[CH2:23][CH2:22][CH2:21][CH2:20]1. The catalyst is C(Cl)Cl. The product is [CH:19]1([CH2:24][C@H:25]([C:29]2[CH:34]=[CH:33][C:32]([S:35]([CH3:38])(=[O:37])=[O:36])=[C:31]([CH3:39])[CH:30]=2)[C:26]([NH:1][C:2]2[CH:6]=[CH:5][N:4]([CH2:7][CH2:8][CH2:9][OH:10])[N:3]=2)=[O:27])[CH2:23][CH2:22][CH2:21][CH2:20]1. The yield is 0.670. (3) The reactants are C[Al](C)C.[NH2:5][CH:6]1[CH2:11][CH2:10][O:9][CH2:8][CH2:7]1.C[O:13][C:14](=O)[C:15]1[CH:20]=[CH:19][C:18]([O:21][CH2:22][C:23]2[C:24]([C:30]3[CH:35]=[CH:34][C:33]([F:36])=[C:32]([F:37])[CH:31]=3)=[N:25][O:26][C:27]=2[CH2:28][OH:29])=[N:17][CH:16]=1. The catalyst is O1CCOCC1. The product is [F:37][C:32]1[CH:31]=[C:30]([C:24]2[C:23]([CH2:22][O:21][C:18]3[CH:19]=[CH:20][C:15]([C:14]([NH:5][CH:6]4[CH2:11][CH2:10][O:9][CH2:8][CH2:7]4)=[O:13])=[CH:16][N:17]=3)=[C:27]([CH2:28][OH:29])[O:26][N:25]=2)[CH:35]=[CH:34][C:33]=1[F:36]. The yield is 0.500. (4) The catalyst is ClCCl. The reactants are O[CH:2]1[C:11]2[C:6](=[CH:7][CH:8]=[C:9]([C:12]([O:14][CH3:15])=[O:13])[CH:10]=2)[NH:5][CH:4]([C:16]2[CH:21]=[CH:20][C:19]([N+:22]([O-:24])=[O:23])=[CH:18][CH:17]=2)[C:3]1([CH3:26])[CH3:25].C([SiH](CC)CC)C.FC(F)(F)C(O)=O. The product is [CH3:25][C:3]1([CH3:26])[CH2:2][C:11]2[C:6](=[CH:7][CH:8]=[C:9]([C:12]([O:14][CH3:15])=[O:13])[CH:10]=2)[NH:5][CH:4]1[C:16]1[CH:17]=[CH:18][C:19]([N+:22]([O-:24])=[O:23])=[CH:20][CH:21]=1. The yield is 0.780. (5) The reactants are [CH3:1][N:2]([CH3:20])[C:3]([C:5]1[N:14]([CH:15]2[CH2:19][CH2:18][CH2:17][CH2:16]2)[C:8]2[N:9]=[C:10](Cl)[N:11]=[CH:12][C:7]=2[CH:6]=1)=[O:4].C([Si](C)(C)[O:26][C@H:27]1[CH2:31][CH2:30][N:29](/[CH:32]=[CH:33]/[NH:34][C:35](=[NH:38])[CH:36]=[CH2:37])[CH2:28]1)(C)(C)C.CCCC[N+](CCCC)(CCCC)CCCC.[F-]. No catalyst specified. The product is [CH3:1][N:2]([CH3:20])[C:3]([C:5]1[N:14]([CH:15]2[CH2:19][CH2:18][CH2:17][CH2:16]2)[C:8]2[N:9]=[C:10]([NH:38][C:35]3[CH:36]=[CH:37][C:32]([N:29]4[CH2:30][CH2:31][C@H:27]([OH:26])[CH2:28]4)=[CH:33][N:34]=3)[N:11]=[CH:12][C:7]=2[CH:6]=1)=[O:4]. The yield is 0.650. (6) The reactants are [F:1][C:2]([F:15])([F:14])[C:3]1[CH:8]=[CH:7][CH:6]=[CH:5][C:4]=1[CH:9]1[CH2:12][CH2:11][CH:10]1[NH2:13].C(N(CC)CC)C.[I:23][C:24]1[CH:32]=[CH:31][CH:30]=[CH:29][C:25]=1[C:26](O)=[O:27].CN(C(ON1N=NC2C=CC=NC1=2)=[N+](C)C)C.F[P-](F)(F)(F)(F)F. The catalyst is C(Cl)Cl. The product is [I:23][C:24]1[CH:32]=[CH:31][CH:30]=[CH:29][C:25]=1[C:26]([NH:13][C@@H:10]1[CH2:11][CH2:12][C@@H:9]1[C:4]1[CH:5]=[CH:6][CH:7]=[CH:8][C:3]=1[C:2]([F:14])([F:15])[F:1])=[O:27]. The yield is 0.291. (7) The reactants are [CH3:1][N:2]([CH2:10][C:11]1[CH:15]=[C:14]([C:16]2[CH:21]=[CH:20][C:19]([S:22]([CH3:25])(=[O:24])=[O:23])=[CH:18][CH:17]=2)[N:13]([S:26]([C:29]2[CH:30]=[N:31][CH:32]=[CH:33][CH:34]=2)(=[O:28])=[O:27])[CH:12]=1)C(=O)OC(C)(C)C.C(OCC)(=O)C.[ClH:41]. The catalyst is C(OCC)(=O)C. The product is [ClH:41].[ClH:41].[CH3:1][NH:2][CH2:10][C:11]1[CH:15]=[C:14]([C:16]2[CH:17]=[CH:18][C:19]([S:22]([CH3:25])(=[O:23])=[O:24])=[CH:20][CH:21]=2)[N:13]([S:26]([C:29]2[CH:30]=[N:31][CH:32]=[CH:33][CH:34]=2)(=[O:27])=[O:28])[CH:12]=1. The yield is 0.330. (8) The reactants are [O:1]=[O+][O-].[CH3:4][C:5]1([CH3:21])[CH2:10][C:9]([C:14]2[CH:19]=[CH:18][C:17]([CH3:20])=[CH:16][CH:15]=2)([CH2:11][CH:12]=C)[CH2:8][CH2:7][O:6]1.C1(P(C2C=CC=CC=2)C2C=CC=CC=2)C=CC=CC=1. The catalyst is C(Cl)Cl. The product is [CH3:4][C:5]1([CH3:21])[CH2:10][C:9]([CH2:11][CH:12]=[O:1])([C:14]2[CH:19]=[CH:18][C:17]([CH3:20])=[CH:16][CH:15]=2)[CH2:8][CH2:7][O:6]1. The yield is 0.520.